Dataset: Forward reaction prediction with 1.9M reactions from USPTO patents (1976-2016). Task: Predict the product of the given reaction. (1) The product is: [CH3:1][S:2]([C:5]1[CH:6]=[CH:7][C:8]([NH:11][C:12]2[N:20]=[C:19]([N:21]3[CH2:26][CH2:25][CH:24]([N:27]4[CH2:32][CH2:31][O:30][CH2:29][CH2:28]4)[CH2:23][CH2:22]3)[N:18]=[C:17]3[C:13]=2[N:14]=[CH:15][N:16]3[C:33]2[N:65]=[CH:61][S:62][CH:38]=2)=[CH:9][CH:10]=1)(=[O:3])=[O:4]. Given the reactants [CH3:1][S:2]([C:5]1[CH:10]=[CH:9][C:8]([NH:11][C:12]2[N:20]=[C:19]([N:21]3[CH2:26][CH2:25][CH:24]([N:27]4[CH2:32][CH2:31][O:30][CH2:29][CH2:28]4)[CH2:23][CH2:22]3)[N:18]=[C:17]3[C:13]=2[N:14]=[CH:15][N:16]3[CH:33]2[CH2:38]CCCO2)=[CH:7][CH:6]=1)(=[O:4])=[O:3].C(O)(C(F)(F)F)=O.P([O-])([O-])([O-])=O.[K+].[K+].[K+].CNCCNC.I[C:61]1[S:62]C=C[N:65]=1, predict the reaction product. (2) Given the reactants [Cl:1][C:2]1[CH:10]=[CH:9][CH:8]=[C:7]2[C:3]=1[CH:4](O)[C:5]([CH3:16])([CH3:15])[CH:6]2[O:11][C:12](=[O:14])[CH3:13].[NH:18]1[CH:22]=[C:21]([C:23]([O:25][CH3:26])=[O:24])[N:20]=[CH:19]1.C1(P(C2C=CC=CC=2)C2C=CC=CC=2)C=CC=CC=1.N(C(OC(C)(C)C)=O)=NC(OC(C)(C)C)=O.Cl.O1CCOCC1, predict the reaction product. The product is: [CH3:26][O:25][C:23]([C:21]1[N:20]([CH:4]2[C:3]3[C:7](=[CH:8][CH:9]=[CH:10][C:2]=3[Cl:1])[CH:6]([O:11][C:12](=[O:14])[CH3:13])[C:5]2([CH3:16])[CH3:15])[CH:19]=[N:18][CH:22]=1)=[O:24]. (3) Given the reactants FC(F)(F)S(O[C:7]1[CH:16]=[CH:15][C:14]2[CH2:13][CH2:12][CH:11]([NH:17][C:18]([O:20][CH2:21][CH3:22])=[O:19])[CH:10]([CH2:23][C:24]3[CH:29]=[CH:28][C:27]([Cl:30])=[C:26]([Cl:31])[CH:25]=3)[C:9]=2[CH:8]=1)(=O)=O.[CH3:34][N:35](C)C=O, predict the reaction product. The product is: [CH2:21]([O:20][C:18](=[O:19])[NH:17][CH:11]1[CH2:12][CH2:13][C:14]2[C:9](=[CH:8][C:7]([C:34]#[N:35])=[CH:16][CH:15]=2)[CH:10]1[CH2:23][C:24]1[CH:29]=[CH:28][C:27]([Cl:30])=[C:26]([Cl:31])[CH:25]=1)[CH3:22]. (4) Given the reactants [Cl:1][C:2]1[CH:7]=[CH:6][C:5]([Cl:8])=[CH:4][C:3]=1[C:9]1[C:10]([NH2:16])=[N:11][C:12]([NH2:15])=[CH:13][CH:14]=1.N1C(C)=CC=CC=1C.[O:25]1[N:29]=[CH:28][C:27]([C:30](O)=[O:31])=[N:26]1, predict the reaction product. The product is: [NH2:16][C:10]1[N:11]=[C:12]([NH:15][C:30]([C:27]2[CH:28]=[N:29][O:25][N:26]=2)=[O:31])[CH:13]=[CH:14][C:9]=1[C:3]1[CH:4]=[C:5]([Cl:8])[CH:6]=[CH:7][C:2]=1[Cl:1].